Dataset: Reaction yield outcomes from USPTO patents with 853,638 reactions. Task: Predict the reaction yield, written as a fraction of the theoretical maximum amount of product (1.0 means a 100% yield; for example, 0.34 means a 34% yield). (1) The reactants are C([N:9]1[C:14](=[O:15])[CH:13]=[CH:12][N:11]([CH2:16]/[CH:17]=[CH:18]\[CH2:19][O:20][C:21]([C:34]2[CH:39]=[CH:38][CH:37]=[CH:36][CH:35]=2)([C:28]2[CH:33]=[CH:32][CH:31]=[CH:30][CH:29]=2)[C:22]2[CH:27]=[CH:26][CH:25]=[CH:24][CH:23]=2)[C:10]1=[O:40])(=O)C1C=CC=CC=1.C(Cl)Cl.CO. The catalyst is CO[Na].CO. The product is [C:21]([O:20][CH2:19][CH:18]=[CH:17][CH2:16][N:11]1[CH:12]=[CH:13][C:14](=[O:15])[NH:9][C:10]1=[O:40])([C:22]1[CH:27]=[CH:26][CH:25]=[CH:24][CH:23]=1)([C:28]1[CH:29]=[CH:30][CH:31]=[CH:32][CH:33]=1)[C:34]1[CH:35]=[CH:36][CH:37]=[CH:38][CH:39]=1. The yield is 0.900. (2) The catalyst is O1CCCC1.[Cl-].[Na+].O. The reactants are [F:1][C:2]1[CH:7]=[CH:6][CH:5]=[C:4]([F:8])[C:3]=1[C:9]1[NH:13][CH:12]=[C:11]([CH:14]=[O:15])[CH:10]=1.[H-].[Na+].C1OCCOCCOCCOCCOC1.Cl.[N:34]1[CH:39]=[CH:38][CH:37]=[C:36]([S:40](Cl)(=[O:42])=[O:41])[CH:35]=1. The yield is 0.840. The product is [F:1][C:2]1[CH:7]=[CH:6][CH:5]=[C:4]([F:8])[C:3]=1[C:9]1[N:13]([S:40]([C:36]2[CH:35]=[N:34][CH:39]=[CH:38][CH:37]=2)(=[O:42])=[O:41])[CH:12]=[C:11]([CH:14]=[O:15])[CH:10]=1. (3) The product is [C:15]([O:19][C:20]([N:22]1[CH2:27][CH2:26][CH:25]([S:8][C:3]2[CH:4]=[CH:5][CH:6]=[CH:7][C:2]=2[Cl:1])[CH2:24][CH2:23]1)=[O:21])([CH3:18])([CH3:16])[CH3:17]. The yield is 0.820. The reactants are [Cl:1][C:2]1[CH:7]=[CH:6][CH:5]=[CH:4][C:3]=1[SH:8].C(=O)([O-])[O-].[Cs+].[Cs+].[C:15]([O:19][C:20]([N:22]1[CH2:27][CH2:26][CH:25](OS(C)(=O)=O)[CH2:24][CH2:23]1)=[O:21])([CH3:18])([CH3:17])[CH3:16]. The catalyst is CN(C=O)C.O.